This data is from Full USPTO retrosynthesis dataset with 1.9M reactions from patents (1976-2016). The task is: Predict the reactants needed to synthesize the given product. (1) Given the product [C:21]([O:20][C:10]1[C:11]2[N:12]=[C:13]([O:16][CH:17]([CH3:19])[CH3:18])[S:14][C:15]=2[C:7]([C:27](=[O:28])[CH2:26][Cl:25])=[CH:8][CH:9]=1)([CH3:24])([CH3:23])[CH3:22], predict the reactants needed to synthesize it. The reactants are: C([Li])CCC.Br[C:7]1[C:15]2[S:14][C:13]([O:16][CH:17]([CH3:19])[CH3:18])=[N:12][C:11]=2[C:10]([O:20][C:21]([CH3:24])([CH3:23])[CH3:22])=[CH:9][CH:8]=1.[Cl:25][CH2:26][C:27](N(OC)C)=[O:28]. (2) Given the product [F:65][C:59]1[C:60]([F:64])=[CH:61][CH:62]=[CH:63][C:58]=1[CH2:57][S:56][C:54]1[N:55]=[C:50]([NH:8][S:5]([N:1]2[CH2:4][CH2:3][CH2:2]2)(=[O:7])=[O:6])[CH:51]=[C:52]([O:66][C@H:67]([CH3:71])[C@H:68]([OH:70])[CH3:69])[N:53]=1, predict the reactants needed to synthesize it. The reactants are: [N:1]1([S:5]([NH2:8])(=[O:7])=[O:6])[CH2:4][CH2:3][CH2:2]1.C1(P(C2CCCCC2)C2C=CC=CC=2C2C(C(C)C)=CC(C(C)C)=CC=2C(C)C)CCCCC1.C(=O)([O-])[O-].[Cs+].[Cs+].Cl[C:50]1[N:55]=[C:54]([S:56][CH2:57][C:58]2[CH:63]=[CH:62][CH:61]=[C:60]([F:64])[C:59]=2[F:65])[N:53]=[C:52]([O:66][C@H:67]([CH3:71])[C@H:68]([OH:70])[CH3:69])[CH:51]=1. (3) Given the product [CH2:1]([S:8][C:9]1[C:18]2[C:13](=[CH:14][CH:15]=[CH:16][CH:17]=2)[C:12]([Br:26])=[CH:11][CH:10]=1)[C:2]1[CH:7]=[CH:6][CH:5]=[CH:4][CH:3]=1, predict the reactants needed to synthesize it. The reactants are: [CH2:1]([S:8][C:9]1[C:18]2[C:13](=[CH:14][CH:15]=[CH:16][CH:17]=2)[CH:12]=[CH:11][CH:10]=1)[C:2]1[CH:7]=[CH:6][CH:5]=[CH:4][CH:3]=1.C1C(=O)N([Br:26])C(=O)C1. (4) Given the product [Cl:1][C:2]1[CH:3]=[CH:4][C:5]([O:31][CH3:32])=[C:6]([S:8]([NH:11][C:12]2[CH:13]=[C:14]([CH:28]=[CH:29][CH:30]=2)[C:15]([NH:17][C:18]2[CH:19]=[CH:20][C:21]([C:24]3[NH:27][C:42](=[O:43])[O:26][N:25]=3)=[CH:22][CH:23]=2)=[O:16])(=[O:10])=[O:9])[CH:7]=1, predict the reactants needed to synthesize it. The reactants are: [Cl:1][C:2]1[CH:3]=[CH:4][C:5]([O:31][CH3:32])=[C:6]([S:8]([NH:11][C:12]2[CH:13]=[C:14]([CH:28]=[CH:29][CH:30]=2)[C:15]([NH:17][C:18]2[CH:23]=[CH:22][C:21]([C:24](=[NH:27])[NH:25][OH:26])=[CH:20][CH:19]=2)=[O:16])(=[O:10])=[O:9])[CH:7]=1.N1C=CC=CC=1.C(C(CCCC)[CH2:42][O:43]C(Cl)=O)C. (5) Given the product [Cl:12][C:11]1[C:10]2[C:5](=[CH:6][CH:7]=[CH:8][CH:9]=2)[N:4]=[CH:3][C:2]=1[NH:1][C:20](=[O:22])[CH3:21], predict the reactants needed to synthesize it. The reactants are: [NH2:1][C:2]1[CH:3]=[N:4][C:5]2[C:10]([C:11]=1[Cl:12])=[CH:9][CH:8]=[CH:7][CH:6]=2.C(N(CC)CC)C.[C:20](Cl)(=[O:22])[CH3:21].C(=O)(O)[O-].[Na+]. (6) Given the product [C:1]([C:5]1[CH:6]=[C:7]([CH:8]=[C:9]([CH2:11][N:12]2[CH2:16][CH2:15][CH2:14][CH2:13]2)[CH:10]=1)[NH2:17])([CH3:4])([CH3:2])[CH3:3], predict the reactants needed to synthesize it. The reactants are: [C:1]([C:5]1[CH:6]=[C:7]([NH:17]C(=O)OC(C)(C)C)[CH:8]=[C:9]([CH2:11][N:12]2[CH2:16][CH2:15][CH2:14][CH2:13]2)[CH:10]=1)([CH3:4])([CH3:3])[CH3:2]. (7) The reactants are: C([O:4][CH2:5][C:6]([N:8]1[CH2:13][CH2:12][CH:11]([C:14]2[NH:15][C:16]([C:31]3[CH:36]=[CH:35][C:34]([F:37])=[CH:33][C:32]=3[F:38])=[C:17]([C:19]3[CH:20]=[CH:21][C:22]4[N:23]([C:25]([CH:28]([CH3:30])[CH3:29])=[N:26][N:27]=4)[N:24]=3)[N:18]=2)[CH2:10][CH2:9]1)=[O:7])(=O)C.[OH-].[Na+].Cl. Given the product [F:38][C:32]1[CH:33]=[C:34]([F:37])[CH:35]=[CH:36][C:31]=1[C:16]1[NH:15][C:14]([CH:11]2[CH2:12][CH2:13][N:8]([C:6](=[O:7])[CH2:5][OH:4])[CH2:9][CH2:10]2)=[N:18][C:17]=1[C:19]1[CH:20]=[CH:21][C:22]2[N:23]([C:25]([CH:28]([CH3:30])[CH3:29])=[N:26][N:27]=2)[N:24]=1, predict the reactants needed to synthesize it.